From a dataset of Experimentally validated miRNA-target interactions with 360,000+ pairs, plus equal number of negative samples. Binary Classification. Given a miRNA mature sequence and a target amino acid sequence, predict their likelihood of interaction. (1) The miRNA is hsa-miR-19b-1-5p with sequence AGUUUUGCAGGUUUGCAUCCAGC. The protein sequence of the target gene is MMKLYIDNAAPDKLKGLCIFFVRCRNDVAINVKTIQEEALFTVLDASKGLLNGIRDMLANIFLPAVLATNNWGALNQSKQGESEKHIFTETINRYLSFLDGARISIEGTVKLKTIDNVNFSKLHTFEEVTAAASNSETVHQLEEVLMVWYKQIEQVLIESEQMRKEAGDSGPLTELEHWKRMSAKFNYIIEQIKGPSCKAVINVLNVAHSKLLKNWRDLDARITDTANESKDNVRYLYTLEKVCQPLYNHDLVSMAHGIQNLINAIRMIHGVSRYYNTSERMTSLFIKVTNQMVTACKAY.... Result: 1 (interaction). (2) The miRNA is mmu-miR-30b-3p with sequence CUGGGAUGUGGAUGUUUACGUC. The protein sequence of the target gene is MASRRQKQFDRKYSSYRKFTATEDVNYSTHSSRSSYRSESLTSRTDGRGRSTSSEIIAGSESRSYPVYIAIQDYTPDKEDVEAIPLEQGQIVEVLDKKNSVRWLVRTKARPPRSGWVPGSYFETPTEFYKQRRRTREIENVSLSDEQAALVKRDQVYHELLRSEEEFVSSLRTCVDDYIKVLDDPEVPEAVKKNREELTLNIPELYNFHANVMLKGLNYYSDDPGKVGQTFVRLEKDFESHVEFYKQYADTLKLLEEPEIKRFFEGLSAKNDAGASSFVDHVKEIADRMVQYQNYFKEFV.... Result: 0 (no interaction).